Task: Predict the reactants needed to synthesize the given product.. Dataset: Full USPTO retrosynthesis dataset with 1.9M reactions from patents (1976-2016) (1) Given the product [CH:26]1([CH2:25][O:24][CH2:23][C:10]2([CH2:9][OH:8])[CH2:11][CH2:12][N:13]([C:16]([O:18][C:19]([CH3:20])([CH3:21])[CH3:22])=[O:17])[CH2:14][CH2:15]2)[CH2:27][CH2:28][CH2:29]1, predict the reactants needed to synthesize it. The reactants are: C([O:8][CH2:9][C:10]1([CH2:23][O:24][CH2:25][CH:26]2[CH2:29][CH2:28][CH2:27]2)[CH2:15][CH2:14][N:13]([C:16]([O:18][C:19]([CH3:22])([CH3:21])[CH3:20])=[O:17])[CH2:12][CH2:11]1)C1C=CC=CC=1.[H][H]. (2) Given the product [CH3:7][C:5]1[N:6]=[C:2]([CH3:1])[N:3]2[CH2:8][CH2:9][NH:10][CH:19]([CH2:18][CH2:17][C:14]3[CH:15]=[CH:16][C:11]([CH3:21])=[CH:12][CH:13]=3)[C:4]=12, predict the reactants needed to synthesize it. The reactants are: [CH3:1][C:2]1[N:3]([CH2:8][CH2:9][NH2:10])[CH:4]=[C:5]([CH3:7])[N:6]=1.[C:11]1([CH3:21])[CH:16]=[CH:15][C:14]([CH2:17][CH2:18][CH:19]=O)=[CH:13][CH:12]=1. (3) Given the product [Cl:1][C:2]1[C:11]2[C:6](=[CH:7][CH:8]=[CH:9][CH:10]=2)[C:5]2=[N:12][N:13]=[C:20]([C:19]3[CH:23]=[CH:24][C:16]([O:15][CH3:14])=[CH:17][CH:18]=3)[N:4]2[N:3]=1, predict the reactants needed to synthesize it. The reactants are: [Cl:1][C:2]1[C:11]2[C:6](=[CH:7][CH:8]=[CH:9][CH:10]=2)[C:5]([NH:12][NH2:13])=[N:4][N:3]=1.[CH3:14][O:15][C:16]1[CH:24]=[CH:23][C:19]([C:20](Cl)=O)=[CH:18][CH:17]=1. (4) Given the product [F:13][C:10]1[CH:11]=[CH:12][C:7]([C@@H:5]([OH:6])[CH2:4][NH:2][CH3:1])=[N:8][CH:9]=1, predict the reactants needed to synthesize it. The reactants are: [CH3:1][NH2:2].Cl[CH2:4][C@@H:5]([C:7]1[CH:12]=[CH:11][C:10]([F:13])=[CH:9][N:8]=1)[OH:6]. (5) Given the product [Cl:1][C:2]1[CH:10]=[CH:9][CH:8]=[CH:7][C:3]=1[C:4]([CH3:15])([CH3:5])[C:25]#[N:22], predict the reactants needed to synthesize it. The reactants are: [Cl:1][C:2]1[CH:10]=[CH:9][CH:8]=[CH:7][C:3]=1[CH2:4][C:5]#N.IC.[H-].[Na+].[CH3:15]OC(C)(C)C.C[N:22]([CH3:25])C=O. (6) Given the product [F:23][C:16]1[CH:15]=[C:14]([N:11]2[CH2:12][CH2:13][NH:8][CH2:9][CH2:10]2)[C:22]2[O:21][CH2:20][CH2:19][C:18]=2[CH:17]=1, predict the reactants needed to synthesize it. The reactants are: C([N:8]1[CH2:13][CH2:12][N:11]([C:14]2[C:22]3[O:21][CH2:20][CH2:19][C:18]=3[CH:17]=[C:16]([F:23])[CH:15]=2)[CH2:10][CH2:9]1)C1C=CC=CC=1.C([O-])=O.[NH4+]. (7) The reactants are: [N+:1]([O-:4])(O)=[O:2].[O:5]1[CH2:9][CH2:8][C:7]2[CH:10]=[CH:11][CH:12]=[C:13]([C:14]([OH:16])=[O:15])[C:6]1=2. Given the product [N+:1]([C:11]1[CH:12]=[C:13]([C:14]([OH:16])=[O:15])[C:6]2[O:5][CH2:9][CH2:8][C:7]=2[CH:10]=1)([O-:4])=[O:2], predict the reactants needed to synthesize it. (8) Given the product [CH3:1][O:2][C:3](=[O:27])[CH2:4][C:5]1[CH:6]=[C:7]([C:13]2[CH:18]=[CH:17][C:16]([C:19]([F:21])([F:20])[F:22])=[CH:15][C:14]=2[CH2:23][N:24]([C:29]([O:31][CH2:32][C:33]2[CH:34]=[C:35]([F:40])[CH:36]=[C:37]([F:39])[CH:38]=2)=[O:30])[CH2:25][CH3:26])[C:8]([O:11][CH3:12])=[CH:9][CH:10]=1, predict the reactants needed to synthesize it. The reactants are: [CH3:1][O:2][C:3](=[O:27])[CH2:4][C:5]1[CH:6]=[C:7]([C:13]2[CH:18]=[CH:17][C:16]([C:19]([F:22])([F:21])[F:20])=[CH:15][C:14]=2[CH2:23][NH:24][CH2:25][CH3:26])[C:8]([O:11][CH3:12])=[CH:9][CH:10]=1.Cl[C:29]([O:31][CH2:32][C:33]1[CH:38]=[C:37]([F:39])[CH:36]=[C:35]([F:40])[CH:34]=1)=[O:30]. (9) Given the product [O:12]=[C:3]1[C:4]2[C:9](=[CH:8][CH:7]=[CH:6][CH:5]=2)[C:10](=[O:11])[N:2]1[O:1][CH:14]1[CH2:15][N:16]([C:26]([O:28][C:29]([CH3:32])([CH3:31])[CH3:30])=[O:27])[N:17]([C:19]([O:21][C:22]([CH3:25])([CH3:24])[CH3:23])=[O:20])[CH2:18]1, predict the reactants needed to synthesize it. The reactants are: [OH:1][N:2]1[C:10](=[O:11])[C:9]2[C:4](=[CH:5][CH:6]=[CH:7][CH:8]=2)[C:3]1=[O:12].O[CH:14]1[CH2:18][N:17]([C:19]([O:21][C:22]([CH3:25])([CH3:24])[CH3:23])=[O:20])[N:16]([C:26]([O:28][C:29]([CH3:32])([CH3:31])[CH3:30])=[O:27])[CH2:15]1.C1(P(C2C=CC=CC=2)C2C=CC=CC=2)C=CC=CC=1.CC(OC(/N=N/C(OC(C)C)=O)=O)C.